Dataset: Forward reaction prediction with 1.9M reactions from USPTO patents (1976-2016). Task: Predict the product of the given reaction. (1) The product is: [CH3:7][C:6]1([CH3:8])[C:2]([CH3:28])([CH3:1])[O:3][B:4]([C:9]2[CH:10]=[C:11]3[C:16](=[CH:17][CH:18]=2)[CH:15]=[C:14]([C:30]2[N:34]=[C:33]([C@@H:35]4[CH2:39][CH2:38][CH2:37][N:36]4[C:40]([O:42][C:43]([CH3:46])([CH3:45])[CH3:44])=[O:41])[NH:32][CH:31]=2)[CH:13]=[CH:12]3)[O:5]1. Given the reactants [CH3:1][C:2]1([CH3:28])[C:6]([CH3:8])([CH3:7])[O:5][B:4]([C:9]2[CH:18]=[CH:17][C:16]3[C:11](=[CH:12][CH:13]=[C:14](B4OC(C)(C)C(C)(C)O4)[CH:15]=3)[CH:10]=2)[O:3]1.I[C:30]1[NH:34][C:33]([C@@H:35]2[CH2:39][CH2:38][CH2:37][N:36]2[C:40]([O:42][C:43]([CH3:46])([CH3:45])[CH3:44])=[O:41])=[N:32][CH:31]=1, predict the reaction product. (2) The product is: [C:1]([CH:5]1[CH2:6][CH2:7][CH:8]([OH:11])[CH2:9][CH2:10]1)([CH3:4])([CH3:2])[CH3:3]. Given the reactants [C:1]([C@@H:5]1[CH2:10][CH2:9][C@H:8]([OH:11])[CH2:7][CH2:6]1)([CH3:4])([CH3:3])[CH3:2].C([C@H]1CC[C@H](O)CC1)(C)(C)C, predict the reaction product. (3) Given the reactants Cl.[N:2]1([CH2:8][C:9]2[C:13]3[CH:14]=[CH:15][C:16]([O:18][C:19]4[S:20][C:21]5[C:22]([N:27]=4)=[N:23][CH:24]=[CH:25][CH:26]=5)=[CH:17][C:12]=3[O:11][CH:10]=2)[CH2:7][CH2:6][NH:5][CH2:4][CH2:3]1.CCN(CC)CC.C[Si]([N:39]=[C:40]=[O:41])(C)C, predict the reaction product. The product is: [S:20]1[C:21]2[C:22](=[N:23][CH:24]=[CH:25][CH:26]=2)[N:27]=[C:19]1[O:18][C:16]1[CH:15]=[CH:14][C:13]2[C:9]([CH2:8][N:2]3[CH2:7][CH2:6][N:5]([C:40]([NH2:39])=[O:41])[CH2:4][CH2:3]3)=[CH:10][O:11][C:12]=2[CH:17]=1. (4) Given the reactants [OH:1][CH:2]1[CH2:7][CH2:6][NH:5][CH2:4][CH2:3]1.C(OC([N:15]([C@H:17]([CH2:21][C:22]1[CH:27]=[CH:26][CH:25]=[CH:24][CH:23]=1)[C:18]([OH:20])=O)[CH3:16])=O)(C)(C)C.C(O[C:33]([N:35]([C@H:37]([CH2:41][C:42]1[CH:51]=[CH:50][C:49]2[C:44](=[CH:45][CH:46]=[CH:47][CH:48]=2)[CH:43]=1)[C:38]([OH:40])=O)[CH3:36])=[O:34])(C)(C)C.C(OC([NH:59][C:60]1([CH2:64]/[CH:65]=[CH:66]/C(O)=O)[CH2:63][CH2:62][CH2:61]1)=O)(C)(C)C, predict the reaction product. The product is: [CH2:21]([C@@H:17]([N:15]([CH3:16])[C:38]([C@H:37]([N:35]([CH3:36])[C:33](=[O:34])/[CH:66]=[CH:65]/[CH2:64][C:60]1([NH2:59])[CH2:63][CH2:62][CH2:61]1)[CH2:41][C:42]1[CH:51]=[CH:50][C:49]2[C:44](=[CH:45][CH:46]=[CH:47][CH:48]=2)[CH:43]=1)=[O:40])[C:18]([N:5]1[CH2:6][CH2:7][CH:2]([OH:1])[CH2:3][CH2:4]1)=[O:20])[C:22]1[CH:23]=[CH:24][CH:25]=[CH:26][CH:27]=1. (5) Given the reactants [C:1]1(=[O:11])[NH:5][C:4](=[O:6])[C:3]2=[CH:7][CH:8]=[CH:9][CH:10]=[C:2]12.C1(P(C2C=CC=CC=2)C2C=CC=CC=2)C=CC=CC=1.[Cl:31][C:32]1[C:41]2[C:36](=[CH:37][CH:38]=[CH:39][CH:40]=2)[N:35]=[CH:34][C:33]=1[CH:42](O)[CH3:43].CC(OC(/N=N/C(OC(C)C)=O)=O)C, predict the reaction product. The product is: [Cl:31][C:32]1[C:41]2[C:36](=[CH:37][CH:38]=[CH:39][CH:40]=2)[N:35]=[CH:34][C:33]=1[CH:42]([N:5]1[C:1](=[O:11])[C:2]2[C:3](=[CH:7][CH:8]=[CH:9][CH:10]=2)[C:4]1=[O:6])[CH3:43].